Dataset: Reaction yield outcomes from USPTO patents with 853,638 reactions. Task: Predict the reaction yield, written as a fraction of the theoretical maximum amount of product (1.0 means a 100% yield; for example, 0.34 means a 34% yield). (1) The reactants are [Br:1][C:2]1[CH:7]=[CH:6][C:5]([C@@H:8]([N:10]2[CH2:15][CH2:14][C@:13]([CH2:22][CH2:23][CH2:24][OH:25])([C:16]3[CH:21]=[CH:20][CH:19]=[CH:18][CH:17]=3)[O:12][C:11]2=[O:26])[CH3:9])=[CH:4][CH:3]=1.CCN(CC)CC.[CH3:34][S:35](Cl)(=[O:37])=[O:36]. The catalyst is C(Cl)Cl. The product is [CH3:34][S:35]([O:25][CH2:24][CH2:23][CH2:22][C@@:13]1([C:16]2[CH:17]=[CH:18][CH:19]=[CH:20][CH:21]=2)[O:12][C:11](=[O:26])[N:10]([C@H:8]([C:5]2[CH:6]=[CH:7][C:2]([Br:1])=[CH:3][CH:4]=2)[CH3:9])[CH2:15][CH2:14]1)(=[O:37])=[O:36]. The yield is 0.980. (2) The reactants are [CH3:1][O:2][C:3]1[CH:4]=[CH:5][C:6]2[CH:15]=[C:14]3[C:9]([C:10](=O)[C:11]([C:16]#[N:17])=[CH:12][NH:13]3)=[CH:8][C:7]=2[CH:19]=1.P(Cl)(Cl)([Cl:22])=O. The catalyst is CN(C)C=O. The product is [Cl:22][C:10]1[C:9]2[C:14](=[CH:15][C:6]3[CH:5]=[CH:4][C:3]([O:2][CH3:1])=[CH:19][C:7]=3[CH:8]=2)[N:13]=[CH:12][C:11]=1[C:16]#[N:17]. The yield is 0.647. (3) The reactants are [C:1]([N:5]1[C:10](=[O:11])[C:9](Cl)=[C:8]([Cl:13])[CH:7]=[N:6]1)([CH3:4])([CH3:3])[CH3:2].[C:14]1([Mg]Cl)[CH:19]=[CH:18][CH:17]=[CH:16][CH:15]=1. The catalyst is C1COCC1. The product is [C:1]([N:5]1[C:10](=[O:11])[C:9]([C:14]2[CH:19]=[CH:18][CH:17]=[CH:16][CH:15]=2)=[C:8]([Cl:13])[CH:7]=[N:6]1)([CH3:4])([CH3:3])[CH3:2]. The yield is 0.500. (4) The reactants are [CH3:1][O:2][C:3](=[O:33])[C:4]1[CH:9]=[CH:8][C:7]([CH2:10][N:11]2[CH:15]=[C:14]([C:16]3[CH:21]=[CH:20][C:19]([Cl:22])=[CH:18][C:17]=3[Cl:23])[N:13]=[C:12]2/[CH:24]=[CH:25]/[C:26]2[CH:31]=[CH:30][C:29]([NH2:32])=[CH:28][CH:27]=2)=[CH:6][CH:5]=1.[CH2:34]([C:38]1[CH:43]=[CH:42][C:41]([S:44](Cl)(=[O:46])=[O:45])=[CH:40][CH:39]=1)[CH2:35][CH2:36][CH3:37]. No catalyst specified. The product is [CH3:1][O:2][C:3](=[O:33])[C:4]1[CH:9]=[CH:8][C:7]([CH2:10][N:11]2[CH:15]=[C:14]([C:16]3[CH:21]=[CH:20][C:19]([Cl:22])=[CH:18][C:17]=3[Cl:23])[N:13]=[C:12]2/[CH:24]=[CH:25]/[C:26]2[CH:27]=[CH:28][C:29]([NH:32][S:44]([C:41]3[CH:42]=[CH:43][C:38]([CH2:34][CH2:35][CH2:36][CH3:37])=[CH:39][CH:40]=3)(=[O:46])=[O:45])=[CH:30][CH:31]=2)=[CH:6][CH:5]=1. The yield is 0.930.